This data is from Full USPTO retrosynthesis dataset with 1.9M reactions from patents (1976-2016). The task is: Predict the reactants needed to synthesize the given product. Given the product [CH2:1]([N:5]1[C:7]2=[N:8][C:9]([Cl:24])=[N:10][CH:11]=[C:12]2[C:13]([NH:15][C:16]2[C:21]([CH3:22])=[CH:20][CH:19]=[CH:18][C:17]=2[CH3:23])=[N:6]1)[CH2:2][CH:3]=[CH2:4], predict the reactants needed to synthesize it. The reactants are: [CH2:1]([N:5]([C:7]1[C:12]([C:13]([NH:15][C:16]2[C:21]([CH3:22])=[CH:20][CH:19]=[CH:18][C:17]=2[CH3:23])=O)=[CH:11][N:10]=[C:9]([Cl:24])[N:8]=1)[NH2:6])[CH2:2][CH:3]=[CH2:4].P(Cl)(Cl)(Cl)(Cl)Cl.